The task is: Predict the product of the given reaction.. This data is from Forward reaction prediction with 1.9M reactions from USPTO patents (1976-2016). (1) Given the reactants [C:1]([S:4][CH2:5][CH2:6][CH2:7][C:8]([F:11])([F:10])[F:9])(=O)[CH3:2].BrCC[CH2:15][Cl:16], predict the reaction product. The product is: [F:9][C:8]([F:11])([F:10])[CH2:7][CH2:6][CH2:5][S:4][CH2:1][CH2:2][CH2:15][Cl:16]. (2) Given the reactants Cl[C:2]1[N:11]=[C:10]([NH:12][CH2:13][CH:14]([C:21]2[CH:26]=[CH:25][CH:24]=[CH:23][CH:22]=2)[C:15]2[CH:20]=[CH:19][CH:18]=[CH:17][CH:16]=2)[C:9]2[C:4](=[CH:5][CH:6]=[CH:7][CH:8]=2)[N:3]=1.CC1(C)C(C)(C)OB([C:35]2[CH:44]=[CH:43][C:38]3[NH:39][C:40](=[O:42])[NH:41][C:37]=3[CH:36]=2)O1.C(NC1C2C(=CC=CC=2)N=C(C2SC3C=CC=CC=3C=2)N=1)(C1C=CC=CC=1)C1C=CC=CC=1, predict the reaction product. The product is: [C:15]1([CH:14]([C:21]2[CH:26]=[CH:25][CH:24]=[CH:23][CH:22]=2)[CH2:13][NH:12][C:10]2[C:9]3[C:4](=[CH:5][CH:6]=[CH:7][CH:8]=3)[N:3]=[C:2]([C:35]3[CH:44]=[CH:43][C:38]4[NH:39][C:40]([OH:42])=[N:41][C:37]=4[CH:36]=3)[N:11]=2)[CH:20]=[CH:19][CH:18]=[CH:17][CH:16]=1. (3) Given the reactants [Br:1][CH2:2][CH2:3]Br.C(=O)([O-])[O-].[K+].[K+].[Cl:11][C:12]1[CH:17]=[C:16]([N+:18]([O-:20])=[O:19])[CH:15]=[CH:14][C:13]=1[OH:21], predict the reaction product. The product is: [Br:1][CH2:2][CH2:3][O:21][C:13]1[CH:14]=[CH:15][C:16]([N+:18]([O-:20])=[O:19])=[CH:17][C:12]=1[Cl:11]. (4) Given the reactants N[C@@H]1C2C(=CC=CC=2)C[C@@H]1O.[C:12]1([C:18]2[C:27]([CH:28]([OH:39])[C:29]3[CH:34]=[CH:33][C:32]([C:35]([F:38])([F:37])[F:36])=[CH:31][CH:30]=3)=[C:26]([CH:40]([CH3:42])[CH3:41])[CH:25]=[C:24]3[C:19]=2[C:20](=[O:45])[CH2:21][C:22]([CH3:44])([CH3:43])[O:23]3)[CH2:17][CH2:16][CH2:15][CH2:14][CH:13]=1.CO, predict the reaction product. The product is: [C:12]1([C:18]2[C:27]([C@H:28]([OH:39])[C:29]3[CH:30]=[CH:31][C:32]([C:35]([F:37])([F:38])[F:36])=[CH:33][CH:34]=3)=[C:26]([CH:40]([CH3:41])[CH3:42])[CH:25]=[C:24]3[C:19]=2[C@@H:20]([OH:45])[CH2:21][C:22]([CH3:43])([CH3:44])[O:23]3)[CH2:17][CH2:16][CH2:15][CH2:14][CH:13]=1. (5) Given the reactants FC(F)(F)C(O)=O.[CH3:8][C:9]1[N:13]([C:14]2[CH:19]=[CH:18][CH:17]=[CH:16][CH:15]=2)[N:12]=[CH:11][C:10]=1[C:20]([NH:22][C:23]1[CH:40]=[CH:39][C:26]2[CH2:27][CH2:28][N:29](C(OC(C)(C)C)=O)[CH2:30][CH2:31][C:25]=2[CH:24]=1)=[O:21].COC1C=CC=C(OC)C=1, predict the reaction product. The product is: [CH3:8][C:9]1[N:13]([C:14]2[CH:15]=[CH:16][CH:17]=[CH:18][CH:19]=2)[N:12]=[CH:11][C:10]=1[C:20]([NH:22][C:23]1[CH:40]=[CH:39][C:26]2[CH2:27][CH2:28][NH:29][CH2:30][CH2:31][C:25]=2[CH:24]=1)=[O:21].